From a dataset of Reaction yield outcomes from USPTO patents with 853,638 reactions. Predict the reaction yield, written as a fraction of the theoretical maximum amount of product (1.0 means a 100% yield; for example, 0.34 means a 34% yield). (1) The reactants are [CH3:1][CH:2]1[CH2:11][C:10]2[C:5](=[CH:6][C:7]([C:12]3[CH:13]=[N:14][N:15]([CH3:17])[CH:16]=3)=[CH:8][CH:9]=2)[CH2:4][N:3]1[C:18](OC(C)(C)C)=O.Cl.O1CCOCC1.[NH2:32][C:33]1[N:38]=[C:37]([Cl:39])[CH:36]=C(Cl)[N:34]=1.C(N(CC)C(C)C)(C)C. The catalyst is C(OCC)(=O)C.CCOCC. The product is [Cl:39][C:37]1[N:38]=[C:33]([NH2:34])[N:32]=[C:18]([N:3]2[CH:2]([CH3:1])[CH2:11][C:10]3[C:5](=[CH:6][C:7]([C:12]4[CH:13]=[N:14][N:15]([CH3:17])[CH:16]=4)=[CH:8][CH:9]=3)[CH2:4]2)[CH:36]=1. The yield is 0.876. (2) The reactants are [C:1]([O:5][C:6]([N:8]1[CH2:13][CH2:12][CH2:11][C@@H:10]([C:14](=[O:28])[C:15]2[CH:20]=[CH:19][CH:18]=[CH:17][C:16]=2[O:21][C:22]2[CH:27]=[CH:26][CH:25]=[CH:24][CH:23]=2)[CH2:9]1)=[O:7])([CH3:4])([CH3:3])[CH3:2].[CH3:29][O:30][CH2:31][CH2:32][CH2:33][CH2:34][Mg]Cl. The catalyst is C1COCC1. The product is [OH:28][C@@:14]([C@@H:10]1[CH2:11][CH2:12][CH2:13][N:8]([C:6]([O:5][C:1]([CH3:4])([CH3:2])[CH3:3])=[O:7])[CH2:9]1)([C:15]1[CH:20]=[CH:19][CH:18]=[CH:17][C:16]=1[O:21][C:22]1[CH:23]=[CH:24][CH:25]=[CH:26][CH:27]=1)[CH2:34][CH2:33][CH2:32][CH2:31][O:30][CH3:29]. The yield is 0.260.